This data is from Reaction yield outcomes from USPTO patents with 853,638 reactions. The task is: Predict the reaction yield, written as a fraction of the theoretical maximum amount of product (1.0 means a 100% yield; for example, 0.34 means a 34% yield). (1) The reactants are [Cl:1][C:2]1[CH:7]=[CH:6][C:5]([CH3:8])=[CH:4][C:3]=1[OH:9].CI.[C:12]([O-])([O-])=O.[K+].[K+]. The catalyst is CC#N. The product is [Cl:1][C:2]1[CH:7]=[CH:6][C:5]([CH3:8])=[CH:4][C:3]=1[O:9][CH3:12]. The yield is 0.890. (2) The reactants are [CH2:1]([N:3]1[C:11]2[C:6](=[CH:7][CH:8]=[C:9]([O:12][CH3:13])[CH:10]=2)[C:5]([C:14]#[N:15])=[C:4]1[C:16]1[CH:21]=[CH:20][C:19]([O:22][CH2:23][CH2:24]O)=[CH:18][CH:17]=1)[CH3:2].C1C=CC(P(C2C=CC=CC=2)C2C=CC=CC=2)=CC=1.[Br:45]N1C(=O)CCC1=O. The catalyst is C(Cl)Cl. The product is [Br:45][CH2:24][CH2:23][O:22][C:19]1[CH:20]=[CH:21][C:16]([C:4]2[N:3]([CH2:1][CH3:2])[C:11]3[C:6]([C:5]=2[C:14]#[N:15])=[CH:7][CH:8]=[C:9]([O:12][CH3:13])[CH:10]=3)=[CH:17][CH:18]=1. The yield is 0.950. (3) The reactants are C([N:4]1[C:12]2[C:7](=[CH:8][C:9]([C:13](Cl)=[O:14])=[CH:10][CH:11]=2)[C:6]([C:16]2[CH:21]=[CH:20][C:19]([F:22])=[CH:18][CH:17]=2)=[N:5]1)(=O)C.[NH2:23][CH2:24][C:25]1[CH:30]=[CH:29][CH:28]=[CH:27][N:26]=1. The catalyst is N1C=CC=CC=1. The product is [F:22][C:19]1[CH:18]=[CH:17][C:16]([C:6]2[C:7]3[C:12](=[CH:11][CH:10]=[C:9]([C:13]([NH:23][CH2:24][C:25]4[CH:30]=[CH:29][CH:28]=[CH:27][N:26]=4)=[O:14])[CH:8]=3)[NH:4][N:5]=2)=[CH:21][CH:20]=1. The yield is 0.320. (4) The reactants are [CH3:1][S:2]([CH:5]([CH2:8][CH:9]=[CH2:10])[C:6]#[N:7])(=[O:4])=[O:3].C(=O)([O-])[O-].[Cs+].[Cs+].[CH3:17][O:18][CH2:19]Cl. The catalyst is C(#N)C.C(OCC)(=O)C.CCCCCCC. The product is [CH3:17][O:18][CH2:19][C:5]([S:2]([CH3:1])(=[O:4])=[O:3])([CH2:8][CH:9]=[CH2:10])[C:6]#[N:7]. The yield is 0.611. (5) The reactants are [CH3:1][O:2][C:3]1[CH:19]=[CH:18][C:6]([CH2:7][N:8]2[C:12]3[CH:13]=[CH:14][C:15]([NH2:17])=[CH:16][C:11]=3[N:10]=[CH:9]2)=[CH:5][CH:4]=1.[Br:20]Br.N.CO.C(Cl)(Cl)Cl. The catalyst is CC(O)=O. The product is [CH3:1][O:2][C:3]1[CH:4]=[CH:5][C:6]([CH2:7][N:8]2[C:12]3[CH:13]=[CH:14][C:15]([NH2:17])=[C:16]([Br:20])[C:11]=3[N:10]=[CH:9]2)=[CH:18][CH:19]=1. The yield is 0.950. (6) The reactants are [Cl:1][C:2]1[C:3]([CH:9]=O)=[N:4][CH:5]=[C:6]([Cl:8])[N:7]=1.[CH2:11]([NH:18][CH2:19][CH2:20][OH:21])[C:12]1[CH:17]=[CH:16][CH:15]=[CH:14][CH:13]=1.C(O[BH-](OC(=O)C)OC(=O)C)(=O)C.[Na+].C(=O)([O-])O.[Na+]. The catalyst is C1COCC1.C(OCC)(=O)C.C(O)(=O)C. The product is [CH2:11]([N:18]([CH2:9][C:3]1[C:2]([Cl:1])=[N:7][C:6]([Cl:8])=[CH:5][N:4]=1)[CH2:19][CH2:20][OH:21])[C:12]1[CH:17]=[CH:16][CH:15]=[CH:14][CH:13]=1. The yield is 0.700.